Dataset: Forward reaction prediction with 1.9M reactions from USPTO patents (1976-2016). Task: Predict the product of the given reaction. (1) Given the reactants [N:1]1[CH:6]=[CH:5][C:4]([CH2:7][OH:8])=[CH:3][CH:2]=1.[Li+].CC([N-]C(C)C)C.[C:17]([O:21][C:22]([N:24]1[CH2:29][CH2:28][N:27]([C:30]2[C:35](Cl)=[N:34][C:33]([C:37]#[N:38])=[C:32]([C:39]#[N:40])[N:31]=2)[CH2:26][CH2:25]1)=[O:23])([CH3:20])([CH3:19])[CH3:18].C(O)(=O)C, predict the reaction product. The product is: [C:17]([O:21][C:22]([N:24]1[CH2:29][CH2:28][N:27]([C:30]2[C:35]([O:8][CH2:7][C:4]3[CH:5]=[CH:6][N:1]=[CH:2][CH:3]=3)=[N:34][C:33]([C:37]#[N:38])=[C:32]([C:39]#[N:40])[N:31]=2)[CH2:26][CH2:25]1)=[O:23])([CH3:20])([CH3:18])[CH3:19]. (2) Given the reactants Cl.[Cl:2][C:3]1[CH:4]=[C:5]([NH:9][NH2:10])[CH:6]=[CH:7][CH:8]=1.[Br:11][C:12]1[CH:20]=[CH:19][C:15]([C:16](Cl)=[O:17])=[CH:14][CH:13]=1.C([O-])(O)=O.[Na+], predict the reaction product. The product is: [Br:11][C:12]1[CH:20]=[CH:19][C:15]([C:16]([NH:10][NH:9][C:5]2[CH:6]=[CH:7][CH:8]=[C:3]([Cl:2])[CH:4]=2)=[O:17])=[CH:14][CH:13]=1. (3) The product is: [F:9][C:8]([F:11])([F:10])[C:5]1[CH:6]=[CH:7][C:2]([O:16][CH2:15][CH2:14][CH2:13][NH2:12])=[N:3][CH:4]=1. Given the reactants F[C:2]1[CH:7]=[CH:6][C:5]([C:8]([F:11])([F:10])[F:9])=[CH:4][N:3]=1.[NH2:12][CH2:13][CH2:14][CH2:15][OH:16].O, predict the reaction product. (4) Given the reactants C([Zn][CH2:4][CH3:5])C.F[C:7](F)(F)[C:8](O)=O.ICI.[F:16][C:17]([F:35])([F:34])[C:18]([N:20]1[CH2:26][C:25](=[CH2:27])[C:24]2[CH:28]=[CH:29][C:30]([O:32]C)=[CH:31][C:23]=2[CH2:22][CH2:21]1)=[O:19], predict the reaction product. The product is: [F:34][C:17]([F:35])([F:16])[C:18]([N:20]1[CH2:26][CH:25]([CH:27]2[CH2:8][CH2:7]2)[C:24]2[CH:28]=[CH:29][C:30]([O:32][CH2:4][CH3:5])=[CH:31][C:23]=2[CH2:22][CH2:21]1)=[O:19].